This data is from Reaction yield outcomes from USPTO patents with 853,638 reactions. The task is: Predict the reaction yield, written as a fraction of the theoretical maximum amount of product (1.0 means a 100% yield; for example, 0.34 means a 34% yield). (1) The reactants are [CH2:1]([O:3][C:4](=[O:28])[C:5]1[CH:10]=[CH:9][CH:8]=[C:7]([N:11]2[C:15]([CH3:16])=[CH:14][CH:13]=[C:12]2[C:17]2[CH:22]=[C:21]([C:23]([F:26])([F:25])[F:24])[CH:20]=[CH:19][C:18]=2[OH:27])[CH:6]=1)[CH3:2].[CH:29]1([CH:35](Br)Br)[CH2:34][CH2:33][CH2:32][CH2:31][CH2:30]1.C(=O)([O-])[O-].[K+].[K+]. The catalyst is CN(C=O)C.CCOC(C)=O. The product is [CH2:1]([O:3][C:4](=[O:28])[C:5]1[CH:10]=[CH:9][CH:8]=[C:7]([N:11]2[C:15]([CH3:16])=[CH:14][CH:13]=[C:12]2[C:17]2[CH:22]=[C:21]([C:23]([F:24])([F:26])[F:25])[CH:20]=[CH:19][C:18]=2[O:27][CH2:35][CH:29]2[CH2:34][CH2:33][CH2:32][CH2:31][CH2:30]2)[CH:6]=1)[CH3:2]. The yield is 0.440. (2) The reactants are C([O:3][C:4]([C:6]1([CH2:28][C:29]2[CH:34]=[CH:33][C:32]([F:35])=[CH:31][CH:30]=2)[CH2:11][CH2:10][N:9]([CH2:12][CH:13]2[O:17][N:16]=[C:15]([C:18]3[CH:27]=[CH:26][C:21]4[NH:22][C:23](=[O:25])[O:24][C:20]=4[CH:19]=3)[CH2:14]2)[CH2:8][CH2:7]1)=[O:5])C.[OH-].[Na+]. The catalyst is CCO. The product is [F:35][C:32]1[CH:33]=[CH:34][C:29]([CH2:28][C:6]2([C:4]([OH:5])=[O:3])[CH2:7][CH2:8][N:9]([CH2:12][CH:13]3[O:17][N:16]=[C:15]([C:18]4[CH:27]=[CH:26][C:21]5[NH:22][C:23](=[O:25])[O:24][C:20]=5[CH:19]=4)[CH2:14]3)[CH2:10][CH2:11]2)=[CH:30][CH:31]=1. The yield is 0.0800. (3) The reactants are I[C:2]1[N:9]2[C:5]([S:6][C:7]([C:10]3[CH:11]=[C:12]4[C:18]5([CH2:23][CH2:22][N:21]([C:24]([O:26][C:27]([CH3:30])([CH3:29])[CH3:28])=[O:25])[CH2:20][CH2:19]5)[C:17](=[O:31])[NH:16][C:13]4=[CH:14][CH:15]=3)=[N:8]2)=[N:4][CH:3]=1.CC1(C)C(C)(C)OB([C:40]2[CH:41]=[C:42]([C:47]([F:50])([F:49])[F:48])[C:43]([NH2:46])=[N:44][CH:45]=2)O1.C([O-])([O-])=O.[Na+].[Na+]. The catalyst is COCCOC.C(Cl)Cl.C1C=CC(P(C2C=CC=CC=2)[C-]2C=CC=C2)=CC=1.C1C=CC(P(C2C=CC=CC=2)[C-]2C=CC=C2)=CC=1.Cl[Pd]Cl.[Fe+2]. The product is [C:27]([O:26][C:24]([N:21]1[CH2:22][CH2:23][C:18]2([C:12]3[C:13](=[CH:14][CH:15]=[C:10]([C:7]4[S:6][C:5]5=[N:4][CH:3]=[C:2]([C:40]6[CH:41]=[C:42]([C:47]([F:50])([F:49])[F:48])[C:43]([NH2:46])=[N:44][CH:45]=6)[N:9]5[N:8]=4)[CH:11]=3)[NH:16][C:17]2=[O:31])[CH2:19][CH2:20]1)=[O:25])([CH3:30])([CH3:29])[CH3:28]. The yield is 0.410. (4) The reactants are N1C2C=CC(C(O)=O)=CC=2N=C1.C[C@@]12C3C=CC=CC=3CC[C@@H]1NCCC2.C[C@]12C3C=CC=CC=3CC[C@@H]1NCCC2.[NH:43]1[C:47]2[CH:48]=[CH:49][C:50]([C:52]([N:54]3[C@@H:63]4[C@@:58]([CH3:68])([C:59]5[CH:67]=[CH:66][CH:65]=[CH:64][C:60]=5[CH2:61][CH2:62]4)[CH2:57][CH2:56][CH2:55]3)=[O:53])=[CH:51][C:46]=2[N:45]=[CH:44]1. No catalyst specified. The product is [NH:43]1[C:47]2[CH:48]=[CH:49][C:50]([C:52]([N:54]3[C@@H:63]4[C@:58]([CH3:68])([C:59]5[CH:67]=[CH:66][CH:65]=[CH:64][C:60]=5[CH2:61][CH2:62]4)[CH2:57][CH2:56][CH2:55]3)=[O:53])=[CH:51][C:46]=2[N:45]=[CH:44]1. The yield is 0.150.